The task is: Predict which catalyst facilitates the given reaction.. This data is from Catalyst prediction with 721,799 reactions and 888 catalyst types from USPTO. (1) Reactant: [F:1][C:2]1[CH:7]=[CH:6][CH:5]=[CH:4][C:3]=1[C@H:8]1[CH2:13][N:12]([CH2:14][C:15]([F:18])([F:17])[F:16])[C:11](=[O:19])[C@@H:10]([NH:20]C(=O)OC(C)(C)C)[CH2:9]1. Product: [NH2:20][C@H:10]1[CH2:9][C@@H:8]([C:3]2[CH:4]=[CH:5][CH:6]=[CH:7][C:2]=2[F:1])[CH2:13][N:12]([CH2:14][C:15]([F:17])([F:16])[F:18])[C:11]1=[O:19]. The catalyst class is: 13. (2) Reactant: [F:1][C:2]1[CH:24]=[CH:23][C:5]([CH2:6][C:7]2[C:20](=[O:21])[N:19]([CH3:22])[C:10]3[N:11]=[C:12](S(C)(=O)=O)[N:13]=[CH:14][C:9]=3[CH:8]=2)=[CH:4][CH:3]=1.[CH2:25]([NH2:32])[C:26]1[CH:31]=[CH:30][CH:29]=[CH:28][CH:27]=1.CCOCC. Product: [CH2:25]([NH:32][C:12]1[N:13]=[CH:14][C:9]2[CH:8]=[C:7]([CH2:6][C:5]3[CH:23]=[CH:24][C:2]([F:1])=[CH:3][CH:4]=3)[C:20](=[O:21])[N:19]([CH3:22])[C:10]=2[N:11]=1)[C:26]1[CH:31]=[CH:30][CH:29]=[CH:28][CH:27]=1. The catalyst class is: 60. (3) Reactant: [C:1]([O:5][C:6](=[O:23])[NH:7][C:8]1[CH:13]=[CH:12][C:11]([Si](CC=C)(C)C)=[CH:10][C:9]=1[O:20][CH2:21][CH3:22])([CH3:4])([CH3:3])[CH3:2].B1C2CCCC1CCC2.C([O-])([O-])=O.[Na+].[Na+].[Al]. Product: [C:1]([O:5][C:6](=[O:23])[NH:7][C:8]1[CH:13]=[CH:12][CH:11]=[CH:10][C:9]=1[O:20][CH2:21][CH3:22])([CH3:4])([CH3:3])[CH3:2]. The catalyst class is: 176. (4) Reactant: C[O:2][C:3](=[O:31])[C:4]1[CH:9]=[CH:8][C:7]([CH:10]=[CH:11][CH:12]([C:18]2[CH:27]=[C:26]3[C:21]([C:22]([CH3:30])([CH3:29])[CH2:23][CH2:24][N:25]3[CH3:28])=[CH:20][CH:19]=2)[CH2:13][CH2:14][CH2:15][CH2:16][CH3:17])=[CH:6][CH:5]=1.O.[OH-].[Li+].Cl. Product: [CH3:28][N:25]1[C:26]2[C:21](=[CH:20][CH:19]=[C:18]([CH:12]([CH2:13][CH2:14][CH2:15][CH2:16][CH3:17])[CH:11]=[CH:10][C:7]3[CH:6]=[CH:5][C:4]([C:3]([OH:31])=[O:2])=[CH:9][CH:8]=3)[CH:27]=2)[C:22]([CH3:29])([CH3:30])[CH2:23][CH2:24]1. The catalyst class is: 87. (5) The catalyst class is: 65. Reactant: [CH2:1]([N:3]([CH2:15][CH3:16])[C:4]1[CH:9]=[CH:8][C:7]([C:10]2[S:11][CH:12]=[CH:13][N:14]=2)=[CH:6][CH:5]=1)[CH3:2].[N+:17]([O-])([OH:19])=[O:18]. Product: [CH2:15]([N:3]([CH2:1][CH3:2])[C:4]1[CH:5]=[CH:6][C:7]([C:10]2[S:11][C:12]([N+:17]([O-:19])=[O:18])=[CH:13][N:14]=2)=[CH:8][CH:9]=1)[CH3:16]. (6) Reactant: CN(C(ON1N=NC2C=CC=NC1=2)=[N+](C)C)C.F[P-](F)(F)(F)(F)F.[F:25][C:26]([F:37])([F:36])[CH2:27][C:28]1[S:29][CH:30]=[C:31]([C:33]([OH:35])=O)[N:32]=1.[O:38]1[C:43]2([CH2:48][CH2:47][N:46]([CH2:49][C:50]3[C:51]([F:59])=[C:52]([CH2:56][CH2:57][OH:58])[CH:53]=[CH:54][CH:55]=3)[CH2:45][CH2:44]2)[CH2:42][NH:41][CH2:40][CH2:39]1.C(N(CC)CC)C. Product: [F:59][C:51]1[C:52]([CH2:56][CH2:57][OH:58])=[CH:53][CH:54]=[CH:55][C:50]=1[CH2:49][N:46]1[CH2:47][CH2:48][C:43]2([O:38][CH2:39][CH2:40][N:41]([C:33]([C:31]3[N:32]=[C:28]([CH2:27][C:26]([F:25])([F:37])[F:36])[S:29][CH:30]=3)=[O:35])[CH2:42]2)[CH2:44][CH2:45]1. The catalyst class is: 3.